Dataset: Reaction yield outcomes from USPTO patents with 853,638 reactions. Task: Predict the reaction yield, written as a fraction of the theoretical maximum amount of product (1.0 means a 100% yield; for example, 0.34 means a 34% yield). (1) The reactants are I[C:2]1[C:3]2[C:8]([C:9]([C:16]3[CH:21]=[CH:20][CH:19]=[CH:18][CH:17]=3)=[C:10]3[C:15]=1[CH:14]=[CH:13][CH:12]=[CH:11]3)=[CH:7][CH:6]=[CH:5][CH:4]=2.[Br:22][C:23]1[CH:28]=[CH:27][C:26](B(O)O)=[CH:25][CH:24]=1.C(=O)([O-])[O-].[K+].[K+]. The catalyst is C1C=CC([P]([Pd]([P](C2C=CC=CC=2)(C2C=CC=CC=2)C2C=CC=CC=2)([P](C2C=CC=CC=2)(C2C=CC=CC=2)C2C=CC=CC=2)[P](C2C=CC=CC=2)(C2C=CC=CC=2)C2C=CC=CC=2)(C2C=CC=CC=2)C2C=CC=CC=2)=CC=1.C1(C)C=CC=CC=1. The product is [C:16]1([C:9]2[C:10]3[C:15]([C:2]([C:26]4[CH:27]=[CH:28][C:23]([Br:22])=[CH:24][CH:25]=4)=[C:3]4[C:8]=2[CH:7]=[CH:6][CH:5]=[CH:4]4)=[CH:14][CH:13]=[CH:12][CH:11]=3)[CH:17]=[CH:18][CH:19]=[CH:20][CH:21]=1. The yield is 0.450. (2) The reactants are [I:1][C:2]1[CH:3]=[N:4][NH:5][CH:6]=1.C(=O)([O-])[O-].[K+].[K+].[F:13][C:14]1[CH:21]=[CH:20][CH:19]=[CH:18][C:15]=1[CH2:16]Br.C(OCC)(=O)C. The catalyst is CN(C=O)C.CCCCCC. The product is [F:13][C:14]1[CH:21]=[CH:20][CH:19]=[CH:18][C:15]=1[CH2:16][N:4]1[CH:3]=[C:2]([I:1])[CH:6]=[N:5]1. The yield is 0.966. (3) The reactants are I[C:2]1[C:9](=[O:10])[N:5]2[CH2:6][CH2:7][CH2:8][N:4]2[C:3]=1[C:11]1[CH:16]=[CH:15][N:14]=[C:13]([S:17][CH3:18])[N:12]=1.C([Mg]Cl)(C)C.[Cl:24][C:25]1[CH:32]=[CH:31][CH:30]=[CH:29][C:26]=1[CH:27]=[O:28]. The catalyst is C1COCC1. The product is [Cl:24][C:25]1[CH:32]=[CH:31][CH:30]=[CH:29][C:26]=1[CH:27]([OH:28])[C:2]1[C:9](=[O:10])[N:5]2[CH2:6][CH2:7][CH2:8][N:4]2[C:3]=1[C:11]1[CH:16]=[CH:15][N:14]=[C:13]([S:17][CH3:18])[N:12]=1. The yield is 0.580. (4) The reactants are [Br:1][C:2]1[C:7]([C:8]#[N:9])=[CH:6][C:5]([N:10]2[C:19]3[C:14](=[CH:15][C:16]([S:20](OC4C(F)=C(F)C(F)=C(F)C=4F)(=[O:22])=[O:21])=[CH:17][CH:18]=3)[CH:13]=[CH:12][C:11]2=[O:35])=[C:4]([O:36][CH3:37])[CH:3]=1.[O:38]1[CH:42]=[CH:41][C:40]([NH2:43])=[N:39]1.C1COCC1.C[Si]([N-][Si](C)(C)C)(C)C.[Li+]. The catalyst is CCOC(C)=O. The product is [Br:1][C:2]1[C:7]([C:8]#[N:9])=[CH:6][C:5]([N:10]2[C:19]3[C:14](=[CH:15][C:16]([S:20]([NH:43][C:40]4[CH:41]=[CH:42][O:38][N:39]=4)(=[O:21])=[O:22])=[CH:17][CH:18]=3)[CH:13]=[CH:12][C:11]2=[O:35])=[C:4]([O:36][CH3:37])[CH:3]=1. The yield is 0.671. (5) The reactants are [NH2:1][C:2]1[CH:7]=[C:6]([Cl:8])[C:5]([S:9][C:10]2[CH:11]=[C:12]([CH:17]([CH3:19])[CH3:18])[C:13](=[O:16])[NH:14][N:15]=2)=[C:4]([Cl:20])[CH:3]=1.N([O-])=O.[Na+].[C:25]([CH2:27][C:28]([NH:30][C:31]([O:33][CH2:34][CH3:35])=[O:32])=[O:29])#[N:26].[N:36]1C=CC=CC=1. The catalyst is O.Cl. The product is [CH2:34]([O:33][C:31](=[O:32])[NH:30][C:28](=[O:29])[C:27]([C:25]#[N:26])=[N:36][NH:1][C:2]1[CH:3]=[C:4]([Cl:20])[C:5]([S:9][C:10]2[CH:11]=[C:12]([CH:17]([CH3:18])[CH3:19])[C:13](=[O:16])[NH:14][N:15]=2)=[C:6]([Cl:8])[CH:7]=1)[CH3:35]. The yield is 0.580. (6) The reactants are Cl[O-].[Na+].[CH2:4]1[C:12]2[C:7](=[CH:8][CH:9]=[C:10]([C:13](=[O:15])C)[CH:11]=2)[CH2:6][CH2:5]1.C([O-])(O)=[O:17].[Na+]. No catalyst specified. The product is [CH2:6]1[C:7]2[C:12](=[CH:11][C:10]([C:13]([OH:15])=[O:17])=[CH:9][CH:8]=2)[CH2:4][CH2:5]1. The yield is 0.990.